Task: Regression/Classification. Given a drug SMILES string, predict its absorption, distribution, metabolism, or excretion properties. Task type varies by dataset: regression for continuous measurements (e.g., permeability, clearance, half-life) or binary classification for categorical outcomes (e.g., BBB penetration, CYP inhibition). Dataset: cyp2c19_veith.. Dataset: CYP2C19 inhibition data for predicting drug metabolism from PubChem BioAssay (1) The drug is O=C(CSc1nc2ccccc2c(=O)n1CCCO)NCc1ccccc1. The result is 1 (inhibitor). (2) The molecule is O[Si@](CCCN1CCCCC1)(c1ccc(F)cc1)C1CCCCC1. The result is 0 (non-inhibitor). (3) The compound is O=C(CON1C(=O)c2ccccc2C1=O)c1ccccc1. The result is 0 (non-inhibitor). (4) The result is 1 (inhibitor). The molecule is COc1ccc(Oc2ncc3nc(CCc4ccccc4)c(=O)n(CCC#N)c3n2)cc1. (5) The drug is Cc1cnc(CNc2nc(-c3ccccc3C)nc3ccccc23)cn1. The result is 0 (non-inhibitor). (6) The molecule is O=C(Oc1ccc(S(=O)(=O)F)cc1F)c1ccccc1Cl. The result is 0 (non-inhibitor). (7) The result is 0 (non-inhibitor). The molecule is O=C(c1cc(C(F)(F)F)cc(C(F)(F)F)c1)N1CCC2(CC1)CN(c1ccccc1)C2. (8) The compound is O=C(O)CCCSc1ccccc1. The result is 0 (non-inhibitor). (9) The compound is O=C(/C=C1\NCC2c3ccccc3CCN2C1=O)c1ccccc1. The result is 1 (inhibitor).